This data is from Catalyst prediction with 721,799 reactions and 888 catalyst types from USPTO. The task is: Predict which catalyst facilitates the given reaction. Reactant: CCN=C=NCCCN(C)C.C1C=CC2N(O)N=NC=2C=1.[Cl:22][C:23]1[CH:24]=[C:25]([CH:29]=[CH:30][C:31]=1[O:32][CH:33]([CH3:35])[CH3:34])[C:26]([OH:28])=O.O[NH:37][C:38]([C:40]1[CH:41]=[C:42]2[C:46](=[CH:47][CH:48]=1)[NH:45][C:44]([CH2:49][OH:50])=[CH:43]2)=[NH:39]. Product: [Cl:22][C:23]1[CH:24]=[C:25]([C:26]2[O:28][N:39]=[C:38]([C:40]3[CH:41]=[C:42]4[C:46](=[CH:47][CH:48]=3)[NH:45][C:44]([CH2:49][OH:50])=[CH:43]4)[N:37]=2)[CH:29]=[CH:30][C:31]=1[O:32][CH:33]([CH3:35])[CH3:34]. The catalyst class is: 31.